From a dataset of Reaction yield outcomes from USPTO patents with 853,638 reactions. Predict the reaction yield, written as a fraction of the theoretical maximum amount of product (1.0 means a 100% yield; for example, 0.34 means a 34% yield). (1) The reactants are [CH3:1][C:2]1[CH:21]=[CH:20][C:5]([C:6]([NH:8][C:9](=[S:19])[NH:10][C:11]2[CH:16]=[CH:15][CH:14]=[C:13]([O:17][CH3:18])[CH:12]=2)=[O:7])=[CH:4][CH:3]=1.BrBr. The catalyst is ClCCl.C(OC(C)C)(C)C. The product is [CH3:1][C:2]1[CH:3]=[CH:4][C:5]([C:6]([NH:8][C:9]2[S:19][C:16]3[CH:15]=[CH:14][C:13]([O:17][CH3:18])=[CH:12][C:11]=3[N:10]=2)=[O:7])=[CH:20][CH:21]=1. The yield is 0.700. (2) The reactants are Cl.[NH2:2][C:3]1[CH:32]=[CH:31][C:6]2[NH:7][C:8]([C:13]3[C:14](=[O:30])[C@:15]([CH3:29])([CH2:24][CH2:25][CH:26]([CH3:28])[CH3:27])[C:16]4[C:21]([C:22]=3[OH:23])=[CH:20][CH:19]=[CH:18][CH:17]=4)=[N:9][S:10](=[O:12])(=[O:11])[C:5]=2[CH:4]=1.[S:33](Cl)([CH3:36])(=[O:35])=[O:34].N1C=CC=CC=1. The catalyst is CC(C)=O. The product is [OH:23][C:22]1[C:21]2[C:16](=[CH:17][CH:18]=[CH:19][CH:20]=2)[C@@:15]([CH3:29])([CH2:24][CH2:25][CH:26]([CH3:28])[CH3:27])[C:14](=[O:30])[C:13]=1[C:8]1[NH:7][C:6]2[CH:31]=[CH:32][C:3]([NH:2][S:33]([CH3:36])(=[O:35])=[O:34])=[CH:4][C:5]=2[S:10](=[O:12])(=[O:11])[N:9]=1. The yield is 0.900. (3) The reactants are CO.Cl.[CH2:4]([N:6]([CH2:22][CH3:23])[C:7]1[CH:8]=[C:9]([CH:19]=[CH:20][CH:21]=1)[CH2:10][NH:11]C(=O)OC(C)(C)C)[CH3:5]. No catalyst specified. The product is [NH2:11][CH2:10][C:9]1[CH:8]=[C:7]([CH:21]=[CH:20][CH:19]=1)[N:6]([CH2:4][CH3:5])[CH2:22][CH3:23]. The yield is 0.770. (4) The reactants are [H-].[Na+].[C:3]1([OH:9])[CH:8]=[CH:7][CH:6]=[CH:5][CH:4]=1.Cl[C:11]1[C:16]([N+:17]([O-:19])=[O:18])=[C:15]([NH:20][CH2:21][C:22]([NH:25][C:26](=[O:28])[CH3:27])([CH3:24])[CH3:23])[C:14]([CH3:29])=[C:13]([CH3:30])[N:12]=1.CCOC(C)=O. The catalyst is C(COC)OC. The product is [CH3:30][C:13]1[C:14]([CH3:29])=[C:15]([NH:20][CH2:21][C:22]([NH:25][C:26](=[O:28])[CH3:27])([CH3:24])[CH3:23])[C:16]([N+:17]([O-:19])=[O:18])=[C:11]([O:9][C:3]2[CH:8]=[CH:7][CH:6]=[CH:5][CH:4]=2)[N:12]=1. The yield is 0.500. (5) The yield is 0.390. The catalyst is C(Cl)Cl.C1COCC1. The product is [CH2:13]([C:2]1[C:11]([Cl:12])=[N:10][C:9]2[C:4](=[CH:5][CH:6]=[CH:7][CH:8]=2)[N:3]=1)[C:14]1[CH:19]=[CH:18][CH:17]=[CH:16][CH:15]=1. The reactants are Cl[C:2]1[C:11]([Cl:12])=[N:10][C:9]2[C:4](=[CH:5][CH:6]=[CH:7][CH:8]=2)[N:3]=1.[CH2:13]([Mg]Cl)[C:14]1[CH:19]=[CH:18][CH:17]=[CH:16][CH:15]=1. (6) The reactants are [O:1]=[CH:2][CH2:3][C:4]#[N:5].[F:6][C:7]([F:18])([F:17])[C:8]1[C:13]([C:14](O)=O)=[CH:12][N:11]=[CH:10][CH:9]=1.CN(C(O[N:27]1N=[N:34][C:29]2C=[CH:31][CH:32]=[N:33][C:28]1=2)=[N+](C)C)C.F[P-](F)(F)(F)(F)F.CCN(C(C)C)C(C)C.COC1C=CC(P2(SP(C3C=CC(OC)=CC=3)(=S)S2)=S)=CC=1.[OH-].[Na+].[C:76]([CH2:78][C:79](O)=O)#[N:77]. The catalyst is CS(C)=O.CO.FC(F)(F)C([O-])=O.[Hg+2].FC(F)(F)C([O-])=O. The product is [C:14]1([C@@H:13]2[C@H:8]([C:7]([F:18])([F:17])[F:6])[CH2:9][CH2:10][N:11]([C:2](=[O:1])[CH2:3][C:4]#[N:5])[CH2:12]2)[N:34]2[C:29]3[CH:31]=[CH:32][NH:33][C:28]=3[N:27]=[CH:79][C:78]2=[CH:76][N:77]=1. The yield is 0.150.